From a dataset of Forward reaction prediction with 1.9M reactions from USPTO patents (1976-2016). Predict the product of the given reaction. Given the reactants [C:1]1([CH2:7][CH:8]=O)[CH:6]=[CH:5][CH:4]=[CH:3][CH:2]=1.Cl.[NH2:11][OH:12].N1C=CC=CC=1, predict the reaction product. The product is: [C:1]1([CH2:7][CH:8]=[N:11][OH:12])[CH:6]=[CH:5][CH:4]=[CH:3][CH:2]=1.